Dataset: Forward reaction prediction with 1.9M reactions from USPTO patents (1976-2016). Task: Predict the product of the given reaction. (1) Given the reactants [CH3:1][C:2]1[NH:3][C:4]2[C:9]([CH:10]=1)=[C:8]([C:11]([F:14])([F:13])[F:12])[C:7]([C:15]#[N:16])=[CH:6][CH:5]=2.Cl[CH2:18][C:19]1[S:23][C:22]([C:24]2[CH:29]=[CH:28][C:27]([C:30]([F:33])([F:32])[F:31])=[CH:26][CH:25]=2)=[N:21][C:20]=1[CH3:34], predict the reaction product. The product is: [CH3:1][C:2]1[N:3]([CH2:18][C:19]2[S:23][C:22]([C:24]3[CH:25]=[CH:26][C:27]([C:30]([F:33])([F:31])[F:32])=[CH:28][CH:29]=3)=[N:21][C:20]=2[CH3:34])[C:4]2[C:9]([CH:10]=1)=[C:8]([C:11]([F:12])([F:14])[F:13])[C:7]([C:15]#[N:16])=[CH:6][CH:5]=2. (2) Given the reactants [C:1]([O:5][CH2:6][CH3:7])(=[O:4])[CH:2]=[O:3].[NH2:8][CH2:9][C@@H:10](O)[CH3:11].[CH3:13][C:14]1[CH:15]=[CH:16][C:17]([N:23]2[N:27]=[CH:26][CH:25]=[N:24]2)=[C:18]([CH:22]=1)[C:19](O)=[O:20], predict the reaction product. The product is: [CH3:11][C@@H:10]1[O:3][CH:2]([C:1]([O:5][CH2:6][CH3:7])=[O:4])[N:8]([C:19](=[O:20])[C:18]2[CH:22]=[C:14]([CH3:13])[CH:15]=[CH:16][C:17]=2[N:23]2[N:27]=[CH:26][CH:25]=[N:24]2)[CH2:9]1.